This data is from Drug-target binding data from BindingDB using IC50 measurements. The task is: Regression. Given a target protein amino acid sequence and a drug SMILES string, predict the binding affinity score between them. We predict pIC50 (pIC50 = -log10(IC50 in M); higher means more potent). Dataset: bindingdb_ic50. The small molecule is Cc1nc2nc(N)[nH]c2c(O)c1Cc1ccccc1. The target protein sequence is MLDKIVIANRGEIALRILRACKELGIKTVAVHSSADRDLKHVLLADETVCIGPAPSVKSYLNIPAIISAAEITGAVAIHPGYGFLSENANFAEQVERSGFIFIGPKAETIRLMGDKVSAIAAMKKAGVPCVPGSDGPLGDDMDKNRAIAKRIGYPVIIKASGGGGGRGMRVVRGDAELAQSISMTRAEAKAAFSNDMVYMEKYLENPRHVEIQVLADGQGNAIYLAERDCSMQRRHQKVVEEAPAPGITPELRRYIGERCAKACVDIGYRGAGTFEFLFENGEFYFIEMNTRIQVEHPVTEMITGVDLIKEQLRIAAGQPLSIKQEEVHVRGHAVECRINAEDPNTFLPSPGKITRFHAPGGFGVRWESHIYAGYTVPPYYDSMIGKLICYGENRDVAIARMKNALQELIIDGIKTNVDLQIRIMNDENFQHGGTNIHYLEKKLGLQEK. The pIC50 is 5.6.